This data is from Reaction yield outcomes from USPTO patents with 853,638 reactions. The task is: Predict the reaction yield, written as a fraction of the theoretical maximum amount of product (1.0 means a 100% yield; for example, 0.34 means a 34% yield). (1) The reactants are [C:1]([C:4]1[CH:5]=[C:6](/[CH:10]=[CH:11]/[CH2:12][N:13]([CH:27]([CH3:33])[C:28]([O:30][CH2:31][CH3:32])=[O:29])[C:14]2[CH:19]=[CH:18][C:17]([O:20][CH:21]3[CH2:26][CH2:25][NH:24][CH2:23][CH2:22]3)=[CH:16][CH:15]=2)[CH:7]=[CH:8][CH:9]=1)(=[NH:3])[NH2:2].[ClH:34].[C:35](=[NH:40])(OCC)[CH3:36].C(N(CC)CC)C.Cl. The catalyst is CO.O1CCOCC1. The product is [ClH:34].[ClH:34].[ClH:34].[C:35]([N:24]1[CH2:25][CH2:26][CH:21]([O:20][C:17]2[CH:18]=[CH:19][C:14]([N:13]([CH:27]([CH3:33])[C:28]([O:30][CH2:31][CH3:32])=[O:29])[CH2:12]/[CH:11]=[CH:10]/[C:6]3[CH:7]=[CH:8][CH:9]=[C:4]([C:1](=[NH:2])[NH2:3])[CH:5]=3)=[CH:15][CH:16]=2)[CH2:22][CH2:23]1)(=[NH:40])[CH3:36]. The yield is 0.470. (2) The reactants are [CH3:1][O:2][C:3]([C:5]1[S:6][C:7](Br)=[CH:8][C:9]=1[N:10]([C@H:20]1[CH2:25][CH2:24][C@@H:23]([F:26])[CH2:22][CH2:21]1)[C:11]([C@H:13]1[CH2:18][CH2:17][C@H:16]([CH3:19])[CH2:15][CH2:14]1)=[O:12])=[O:4].[C:28]1(B(O)O)[CH2:33][CH2:32][CH2:31][CH2:30][CH:29]=1. The catalyst is C([O-])([O-])=O.[Na+].[Na+].COCCOC.C(OCC)(=O)C.C1C=CC([P]([Pd]([P](C2C=CC=CC=2)(C2C=CC=CC=2)C2C=CC=CC=2)([P](C2C=CC=CC=2)(C2C=CC=CC=2)C2C=CC=CC=2)[P](C2C=CC=CC=2)(C2C=CC=CC=2)C2C=CC=CC=2)(C2C=CC=CC=2)C2C=CC=CC=2)=CC=1. The product is [CH3:1][O:2][C:3]([C:5]1[S:6][C:7]([C:28]2[CH2:33][CH2:32][CH2:31][CH2:30][CH:29]=2)=[CH:8][C:9]=1[N:10]([C@H:20]1[CH2:25][CH2:24][C@@H:23]([F:26])[CH2:22][CH2:21]1)[C:11]([C@H:13]1[CH2:18][CH2:17][C@H:16]([CH3:19])[CH2:15][CH2:14]1)=[O:12])=[O:4]. The yield is 0.500. (3) The reactants are C[O:2][C:3](=[O:36])[CH2:4][CH2:5][C:6]1[CH:11]=[CH:10][C:9]([O:12][CH2:13][CH:14]([C:16]2[O:20][C:19]([C:21]3[CH:26]=[CH:25][C:24]([O:27][C:28]([F:31])([F:30])[F:29])=[CH:23][CH:22]=3)=[N:18][C:17]=2[CH:32]([CH3:34])[CH3:33])[CH3:15])=[CH:8][C:7]=1[CH3:35].[OH-].[Na+].Cl. The catalyst is CO.C1COCC1. The product is [CH:32]([C:17]1[N:18]=[C:19]([C:21]2[CH:26]=[CH:25][C:24]([O:27][C:28]([F:30])([F:31])[F:29])=[CH:23][CH:22]=2)[O:20][C:16]=1[CH:14]([CH3:15])[CH2:13][O:12][C:9]1[CH:10]=[CH:11][C:6]([CH2:5][CH2:4][C:3]([OH:36])=[O:2])=[C:7]([CH3:35])[CH:8]=1)([CH3:33])[CH3:34]. The yield is 0.870. (4) The reactants are [CH3:1][N:2]([CH3:13])[C:3]1[CH:10]=[CH:9][C:6]([CH:7]=[O:8])=[C:5]([CH:11]=[CH2:12])[CH:4]=1.[CH2:14]([Mg]Br)[CH2:15][CH:16]=[CH2:17]. The catalyst is C1COCC1. The product is [CH3:1][N:2]([CH3:13])[C:3]1[CH:10]=[CH:9][C:6]([CH:7]([OH:8])[CH2:17][CH2:16][CH:15]=[CH2:14])=[C:5]([CH:11]=[CH2:12])[CH:4]=1. The yield is 0.930.